Dataset: Forward reaction prediction with 1.9M reactions from USPTO patents (1976-2016). Task: Predict the product of the given reaction. (1) Given the reactants [CH3:1][C:2]1([C:6]([OH:8])=O)[CH2:5][O:4][CH2:3]1.[CH:9]1([C:12]2[C:13]([O:22][CH2:23][C:24]([F:27])([F:26])[F:25])=[CH:14][C:15]([C:18](=[N:20]O)[NH2:19])=[N:16][CH:17]=2)[CH2:11][CH2:10]1, predict the reaction product. The product is: [CH:9]1([C:12]2[C:13]([O:22][CH2:23][C:24]([F:27])([F:25])[F:26])=[CH:14][C:15]([C:18]3[N:20]=[C:6]([C:2]4([CH3:1])[CH2:3][O:4][CH2:5]4)[O:8][N:19]=3)=[N:16][CH:17]=2)[CH2:11][CH2:10]1. (2) Given the reactants [Br:1][C:2]1[CH:7]=[CH:6][C:5]([NH:8][C:9]2[N:14]3[CH:15]=[N:16][CH:17]=[C:13]3[CH:12]=[N:11][C:10]=2[C:18]([NH:20][O:21][CH2:22]COC=C)=[O:19])=[C:4]([F:27])[CH:3]=1.CC1(C)[O:33][C@@H:32](CON)[CH2:31][O:30]1, predict the reaction product. The product is: [Br:1][C:2]1[CH:7]=[CH:6][C:5]([NH:8][C:9]2[N:14]3[CH:15]=[N:16][CH:17]=[C:13]3[CH:12]=[N:11][C:10]=2[C:18]([NH:20][O:21][CH2:22][C@H:32]([OH:33])[CH2:31][OH:30])=[O:19])=[C:4]([F:27])[CH:3]=1.